This data is from Reaction yield outcomes from USPTO patents with 853,638 reactions. The task is: Predict the reaction yield, written as a fraction of the theoretical maximum amount of product (1.0 means a 100% yield; for example, 0.34 means a 34% yield). (1) The catalyst is CO.[Pd]. The reactants are [C:1]([O:5][C:6]([CH2:8][NH:9][C:10]1[CH:11]=[C:12]([C:16]2[CH:17]=[N:18][C:19]([CH:22]=[CH:23][C:24]([O:26][CH3:27])=[O:25])=[N:20][CH:21]=2)[CH:13]=[CH:14][CH:15]=1)=[O:7])([CH3:4])([CH3:3])[CH3:2]. The product is [C:1]([O:5][C:6]([CH2:8][NH:9][C:10]1[CH:11]=[C:12]([C:16]2[CH:17]=[N:18][C:19]([CH2:22][CH2:23][C:24]([O:26][CH3:27])=[O:25])=[N:20][CH:21]=2)[CH:13]=[CH:14][CH:15]=1)=[O:7])([CH3:4])([CH3:3])[CH3:2]. The yield is 0.400. (2) The catalyst is ClCCl.CO. The product is [Cl:12][C:13]1[CH:14]=[C:15]2[C:20](=[CH:21][C:22]=1[Cl:23])[CH:19]=[N+:18]([O-:6])[CH:17]=[CH:16]2. The reactants are ClC1C=C(C=CC=1)C(OO)=[O:6].[Cl:12][C:13]1[CH:14]=[C:15]2[C:20](=[CH:21][C:22]=1[Cl:23])[CH:19]=[N:18][CH:17]=[CH:16]2. The yield is 0.870. (3) The reactants are O[N:2]=[C:3]1[CH2:6][CH:5]([C:7]([O:9][CH3:10])=[O:8])[C:4]1([CH3:12])[CH3:11].[OH-].[NH4+].[H][H]. The catalyst is CO.[Ni]. The product is [NH2:2][CH:3]1[CH2:6][CH:5]([C:7]([O:9][CH3:10])=[O:8])[C:4]1([CH3:12])[CH3:11]. The yield is 0.823. (4) The reactants are C[O:2][C:3](=[O:21])[CH2:4][CH2:5][CH2:6][CH2:7][C:8]1[O:9][C:10]([C:13]2[CH:18]=[CH:17][CH:16]=[CH:15][C:14]=2[O:19][CH3:20])=[CH:11][N:12]=1.[Li+].[OH-].Cl. The catalyst is O1CCOCC1.O. The product is [CH3:20][O:19][C:14]1[CH:15]=[CH:16][CH:17]=[CH:18][C:13]=1[C:10]1[O:9][C:8]([CH2:7][CH2:6][CH2:5][CH2:4][C:3]([OH:21])=[O:2])=[N:12][CH:11]=1. The yield is 0.750. (5) The reactants are [Cl:1][C:2]1[CH:7]=[CH:6][CH:5]=[C:4]([Cl:8])[C:3]=1[CH2:9][C:10]1[C:14]([CH2:15][O:16][C:17]2[CH:22]=[CH:21][C:20]([C:23]3[CH:24]=[C:25]4[C:30](=[CH:31][CH:32]=3)[C:29]([C:33]([O:35]CC)=[O:34])=[CH:28][CH:27]=[CH:26]4)=[CH:19][CH:18]=2)=[C:13]([CH:38]([CH3:40])[CH3:39])[O:12][N:11]=1.C(O)C.[OH-].[Na+].Cl. The catalyst is O1CCCC1. The product is [Cl:8][C:4]1[CH:5]=[CH:6][CH:7]=[C:2]([Cl:1])[C:3]=1[CH2:9][C:10]1[C:14]([CH2:15][O:16][C:17]2[CH:18]=[CH:19][C:20]([C:23]3[CH:24]=[C:25]4[C:30](=[CH:31][CH:32]=3)[C:29]([C:33]([OH:35])=[O:34])=[CH:28][CH:27]=[CH:26]4)=[CH:21][CH:22]=2)=[C:13]([CH:38]([CH3:40])[CH3:39])[O:12][N:11]=1. The yield is 1.00. (6) The reactants are [Br:1][C:2]1[CH:7]=[CH:6][C:5]([N:8]2[CH:12]=[CH:11][C:10](/[CH:13]=[CH:14]/[C:15]([O:17][CH2:18][CH3:19])=[O:16])=[C:9]2[C:20]2[CH:25]=[CH:24][C:23]([C:26](=[O:28])[NH2:27])=[CH:22][C:21]=2[CH3:29])=[CH:4][CH:3]=1.[BH4-].[Na+]. The catalyst is C(O)C. The product is [Br:1][C:2]1[CH:3]=[CH:4][C:5]([N:8]2[CH:12]=[CH:11][C:10]([CH2:13][CH2:14][C:15]([O:17][CH2:18][CH3:19])=[O:16])=[C:9]2[C:20]2[CH:25]=[CH:24][C:23]([C:26](=[O:28])[NH2:27])=[CH:22][C:21]=2[CH3:29])=[CH:6][CH:7]=1. The yield is 0.250. (7) The reactants are [CH:1]([C:3]1[CH:4]=[C:5]2[C:9](=[CH:10][CH:11]=1)[NH:8][CH:7]=[CH:6]2)=[O:2].[Br:12][C:13]1[S:17][C:16]([S:18](Cl)(=[O:20])=[O:19])=[CH:15][CH:14]=1. The catalyst is C(Cl)Cl.[OH-].[K+].O.S([O-])(O)(=O)=O.C([N+](CCCC)(CCCC)CCCC)CCC. The product is [Br:12][C:13]1[S:17][C:16]([S:18]([N:8]2[C:9]3[C:5](=[CH:4][C:3]([CH:1]=[O:2])=[CH:11][CH:10]=3)[CH:6]=[CH:7]2)(=[O:20])=[O:19])=[CH:15][CH:14]=1. The yield is 0.570. (8) The reactants are [NH:1]1[C:9]2[C:4](=[CH:5][C:6]([C:10]([OH:12])=O)=[CH:7][CH:8]=2)[CH:3]=[CH:2]1.[CH2:13]1[C@H:22]2[C@H:17]([CH2:18][CH2:19][C:20]3[CH:26]=[CH:25][CH:24]=[CH:23][C:21]=32)[NH:16][CH2:15][CH2:14]1.F[P-](F)(F)(F)(F)F.N1(OC(N(C)C)=[N+](C)C)C2N=CC=CC=2N=N1. No catalyst specified. The product is [CH2:13]1[C@H:22]2[C@H:17]([CH2:18][CH2:19][C:20]3[CH:26]=[CH:25][CH:24]=[CH:23][C:21]=32)[N:16]([C:10]([C:6]2[CH:5]=[C:4]3[C:9](=[CH:8][CH:7]=2)[NH:1][CH:2]=[CH:3]3)=[O:12])[CH2:15][CH2:14]1. The yield is 0.510. (9) The reactants are [CH2:1]([O:8][CH2:9][C@H:10]1[C@@H:14]([O:15][Si:16]([C:19]([CH3:22])([CH3:21])[CH3:20])([CH3:18])[CH3:17])[CH2:13][C@H:12]([NH2:23])[CH2:11]1)[C:2]1[CH:7]=[CH:6][CH:5]=[CH:4][CH:3]=1.C(N(CC)CC)C.[Cl:31][C:32]1[N:37]=[C:36](Cl)[N:35]=[C:34]([NH:39][C@@H:40]2[C:48]3[C:43](=[CH:44][CH:45]=[CH:46][CH:47]=3)[CH2:42][C@@H:41]2[O:49][CH3:50])[N:33]=1. The catalyst is C1COCC1. The product is [CH2:1]([O:8][CH2:9][C@H:10]1[CH:14]([O:15][Si:16]([C:19]([CH3:20])([CH3:22])[CH3:21])([CH3:18])[CH3:17])[CH2:13][C@H:12]([NH:23][C:36]2[N:35]=[C:34]([NH:39][C@@H:40]3[C:48]4[C:43](=[CH:44][CH:45]=[CH:46][CH:47]=4)[CH2:42][C@@H:41]3[O:49][CH3:50])[N:33]=[C:32]([Cl:31])[N:37]=2)[CH2:11]1)[C:2]1[CH:7]=[CH:6][CH:5]=[CH:4][CH:3]=1. The yield is 0.310.